This data is from Reaction yield outcomes from USPTO patents with 853,638 reactions. The task is: Predict the reaction yield, written as a fraction of the theoretical maximum amount of product (1.0 means a 100% yield; for example, 0.34 means a 34% yield). (1) The reactants are [C:1]1([OH:7])[CH:6]=[CH:5][CH:4]=[CH:3][CH:2]=1.Br[C:9]([CH3:16])([CH3:15])[C:10]([O:12][CH2:13][CH3:14])=[O:11].C([O-])([O-])=O.[Cs+].[Cs+].O. The catalyst is CC#N. The product is [CH3:15][C:9]([O:7][C:1]1[CH:6]=[CH:5][CH:4]=[CH:3][CH:2]=1)([CH3:16])[C:10]([O:12][CH2:13][CH3:14])=[O:11]. The yield is 0.477. (2) The reactants are [Br:1][C:2]1[CH:10]=[CH:9][CH:8]=[C:7]2[C:3]=1[C:4]([C:24]1[C:29]([OH:30])=[CH:28][CH:27]=[C:26]([O:31][CH3:32])[N:25]=1)([CH2:22]O)[C:5](=[O:21])[N:6]2[CH2:11][C:12]1[O:13][C:14]([C:17]([F:20])([F:19])[F:18])=[CH:15][CH:16]=1.C(P(CCCC)CCCC)CCC.N(C(OC(C)(C)C)=O)=NC(OC(C)(C)C)=O. The catalyst is C(OCC)(=O)C. The product is [Br:1][C:2]1[CH:10]=[CH:9][CH:8]=[C:7]2[C:3]=1[C:4]1([C:24]3=[N:25][C:26]([O:31][CH3:32])=[CH:27][CH:28]=[C:29]3[O:30][CH2:22]1)[C:5](=[O:21])[N:6]2[CH2:11][C:12]1[O:13][C:14]([C:17]([F:19])([F:18])[F:20])=[CH:15][CH:16]=1. The yield is 0.870. (3) The reactants are [NH2:1][C:2]1[CH:11]=[CH:10][C:9](Br)=[CH:8][C:3]=1[C:4]([O:6][CH3:7])=[O:5].[CH:13]1(B(O)O)[CH2:15][CH2:14]1.[O-]P([O-])([O-])=O.[K+].[K+].[K+].P(C1CCCCC1)(C1CCCCC1)C1CCCCC1. The catalyst is C1(C)C=CC=CC=1.O. The product is [NH2:1][C:2]1[CH:11]=[CH:10][C:9]([CH:13]2[CH2:15][CH2:14]2)=[CH:8][C:3]=1[C:4]([O:6][CH3:7])=[O:5]. The yield is 0.770. (4) The reactants are [C@@H:1]1([N:10]2[CH:17]=[CH:16][C:14]([NH2:15])=[N:13][C:11]2=[O:12])[O:7][C@H:6]([CH2:8][OH:9])[C@@H:4]([OH:5])[C@@H:2]1[OH:3].[C:18](OC(=O)C)(=[O:20])[CH3:19].CO.C(Cl)Cl. The catalyst is CN(C=O)C. The product is [C@@H:1]1([N:10]2[CH:17]=[CH:16][C:14]([NH:15][C:18](=[O:20])[CH3:19])=[N:13][C:11]2=[O:12])[O:7][C@H:6]([CH2:8][OH:9])[C@@H:4]([OH:5])[C@@H:2]1[OH:3]. The yield is 0.940.